From a dataset of Reaction yield outcomes from USPTO patents with 853,638 reactions. Predict the reaction yield, written as a fraction of the theoretical maximum amount of product (1.0 means a 100% yield; for example, 0.34 means a 34% yield). (1) The reactants are [CH3:1][N:2]1[C:6]([N+:7]([O-])=O)=[CH:5][C:4]([C:10]([O:12]C)=O)=[N:3]1.[F:14][C:15]([Si](C)(C)C)([F:17])[F:16].[F-].[Cs+]. The catalyst is O1CCCC1.C(OCC)(=O)C. The product is [NH2:7][C:6]1[N:2]([CH3:1])[N:3]=[C:4]([CH:10]([OH:12])[C:15]([F:17])([F:16])[F:14])[CH:5]=1. The yield is 0.380. (2) The reactants are CS(O[CH2:6][CH2:7][O:8][C:9]1[CH:14]=[CH:13][C:12]([CH:15]2[CH2:20][CH2:19][N:18]([C:21]3[CH:22]=[CH:23][C:24]4[N:25]([C:27]([C:30]([F:33])([F:32])[F:31])=[N:28][N:29]=4)[N:26]=3)[CH2:17][CH2:16]2)=[CH:11][CH:10]=1)(=O)=O.[C:34]([N:37]1[CH2:42][CH2:41][NH:40][CH2:39][C@H:38]1[CH3:43])(=[O:36])[CH3:35]. No catalyst specified. The product is [C:34]([N:37]1[CH2:42][CH2:41][N:40]([CH2:6][CH2:7][O:8][C:9]2[CH:14]=[CH:13][C:12]([CH:15]3[CH2:16][CH2:17][N:18]([C:21]4[CH:22]=[CH:23][C:24]5[N:25]([C:27]([C:30]([F:32])([F:31])[F:33])=[N:28][N:29]=5)[N:26]=4)[CH2:19][CH2:20]3)=[CH:11][CH:10]=2)[CH2:39][C@H:38]1[CH3:43])(=[O:36])[CH3:35]. The yield is 0.480. (3) The reactants are [S:1]1[C:5]([C:6]2[CH:7]=[C:8]([NH2:15])[CH:9]=[C:10]3[C:14]=2[NH:13][N:12]=[CH:11]3)=[CH:4][C:3]2[CH:16]=[CH:17][CH:18]=[CH:19][C:2]1=2.Cl[C:21]([O:23]C)=[S:22].[CH2:25](N(CC)CC)C. The catalyst is C(O)C. The product is [CH3:25][S:23][C:21](=[O:22])[NH:15][C:8]1[CH:9]=[C:10]2[C:14](=[C:6]([C:5]3[S:1][C:2]4[CH:19]=[CH:18][CH:17]=[CH:16][C:3]=4[CH:4]=3)[CH:7]=1)[NH:13][N:12]=[CH:11]2. The yield is 0.660. (4) The reactants are Br[C:2](Br)=[CH:3][CH2:4][CH:5]([N:8]1[CH:12]=[C:11]([C:13]2[C:14]3[CH:21]=[CH:20][N:19]([CH2:22][O:23][CH2:24][CH2:25][Si:26]([CH3:29])([CH3:28])[CH3:27])[C:15]=3[N:16]=[CH:17][N:18]=2)[CH:10]=[N:9]1)[CH2:6][CH3:7].C1COCC1.C([Li])CCC.O.Cl. The catalyst is CCCCCC. The product is [CH2:6]([CH:5]([N:8]1[CH:12]=[C:11]([C:13]2[C:14]3[CH:21]=[CH:20][N:19]([CH2:22][O:23][CH2:24][CH2:25][Si:26]([CH3:28])([CH3:29])[CH3:27])[C:15]=3[N:16]=[CH:17][N:18]=2)[CH:10]=[N:9]1)[CH2:4][C:3]#[CH:2])[CH3:7]. The yield is 0.800. (5) The reactants are [CH2:1]([C:4]1[C:8]([CH2:9][CH2:10][CH2:11][CH2:12][OH:13])=[CH:7][N:6]([C:14]2[CH:19]=[CH:18][C:17]([C:20]([F:23])([F:22])[F:21])=[CH:16][N:15]=2)[N:5]=1)[CH2:2][CH3:3].O[C:25]1[C:29]([CH2:30][C:31]([O:33]C)=[O:32])=[CH:28][N:27]([CH3:35])[N:26]=1.C(P(CCCC)CCCC)CCC.N(C(N1CCCCC1)=O)=NC(N1CCCCC1)=O. The catalyst is O1CCCC1. The product is [CH3:35][N:27]1[CH:28]=[C:29]([CH2:30][C:31]([OH:33])=[O:32])[C:25]([O:13][CH2:12][CH2:11][CH2:10][CH2:9][C:8]2[C:4]([CH2:1][CH2:2][CH3:3])=[N:5][N:6]([C:14]3[CH:19]=[CH:18][C:17]([C:20]([F:22])([F:21])[F:23])=[CH:16][N:15]=3)[CH:7]=2)=[N:26]1. The yield is 0.480. (6) The reactants are Br[C:2]1[N:7]=[C:6]2[S:8][C:9]([NH:11][C:12]3[O:13][C@:14]4([CH2:22][N:23]=3)[CH:19]3[CH2:20][CH2:21][N:16]([CH2:17][CH2:18]3)[CH2:15]4)=[N:10][C:5]2=[N:4][CH:3]=1.Cl. The catalyst is CO. The product is [S:8]1[C:6]2=[N:7][CH:2]=[CH:3][N:4]=[C:5]2[N:10]=[C:9]1[NH:11][C:12]1[O:13][C@:14]2([CH2:22][N:23]=1)[CH:19]1[CH2:20][CH2:21][N:16]([CH2:17][CH2:18]1)[CH2:15]2. The yield is 0.675.